From a dataset of Peptide-MHC class I binding affinity with 185,985 pairs from IEDB/IMGT. Regression. Given a peptide amino acid sequence and an MHC pseudo amino acid sequence, predict their binding affinity value. This is MHC class I binding data. (1) The peptide sequence is RRYDKLMSF. The MHC is HLA-B15:01 with pseudo-sequence HLA-B15:01. The binding affinity (normalized) is 0.218. (2) The peptide sequence is FLPRVFSAV. The MHC is HLA-A02:02 with pseudo-sequence HLA-A02:02. The binding affinity (normalized) is 0.647.